The task is: Predict which catalyst facilitates the given reaction.. This data is from Catalyst prediction with 721,799 reactions and 888 catalyst types from USPTO. (1) Reactant: N[C:2]1[S:3][C:4]([C:15]([O:17][CH3:18])=[O:16])=[C:5]([C:7]2[N:12]=[C:11]([O:13][CH3:14])[CH:10]=[CH:9][N:8]=2)[N:6]=1.N([O-])=O.[Na+].NC(N)=O.C([O-])([O-])=O.[Na+].[Na+].[ClH:33]. Product: [Cl:33][C:2]1[S:3][C:4]([C:15]([O:17][CH3:18])=[O:16])=[C:5]([C:7]2[N:12]=[C:11]([O:13][CH3:14])[CH:10]=[CH:9][N:8]=2)[N:6]=1. The catalyst class is: 86. (2) Reactant: [NH2:1][C:2]1[N:28]=[C:5]2[CH:6]=[CH:7][C:8]([O:10][C:11]3[CH:12]=[C:13]([NH:18][C:19]([C:21]4[N:25]([CH3:26])[N:24]=[C:23]([CH3:27])[CH:22]=4)=[O:20])[CH:14]=[C:15]([CH3:17])[CH:16]=3)=[CH:9][N:4]2[N:3]=1.[CH:29]1([C:32](Cl)=[O:33])[CH2:31][CH2:30]1. Product: [CH:29]1([C:32]([NH:1][C:2]2[N:28]=[C:5]3[CH:6]=[CH:7][C:8]([O:10][C:11]4[CH:12]=[C:13]([NH:18][C:19]([C:21]5[N:25]([CH3:26])[N:24]=[C:23]([CH3:27])[CH:22]=5)=[O:20])[CH:14]=[C:15]([CH3:17])[CH:16]=4)=[CH:9][N:4]3[N:3]=2)=[O:33])[CH2:31][CH2:30]1. The catalyst class is: 80. (3) Reactant: CS(O[CH2:6][CH:7]1[CH2:22][N:11]2[CH2:12][CH2:13][N:14]([C:16]3[N:21]=[CH:20][CH:19]=[CH:18][N:17]=3)[CH2:15][CH:10]2[CH2:9][CH2:8]1)(=O)=O.[C-:23]#[N:24].[Na+].C(=O)(O)[O-].[Na+]. Product: [N:17]1[CH:18]=[CH:19][CH:20]=[N:21][C:16]=1[N:14]1[CH2:13][CH2:12][N:11]2[CH2:22][CH:7]([CH2:6][C:23]#[N:24])[CH2:8][CH2:9][CH:10]2[CH2:15]1. The catalyst class is: 3. (4) Reactant: [Cl:1][C:2]1[CH:22]=[CH:21][CH:20]=[C:19]([Cl:23])[C:3]=1[C:4]([NH:6][CH2:7][CH2:8][S:9][CH2:10][C:11]1[CH:16]=[CH:15][CH:14]=[C:13]([C:17]#[N:18])[CH:12]=1)=[O:5].OO.C([O-])([O-])=[O:27].[K+].[K+].O. Product: [C:17]([C:13]1[CH:12]=[C:11]([CH:16]=[CH:15][CH:14]=1)[CH2:10][S:9][CH2:8][CH2:7][NH:6][C:4](=[O:5])[C:3]1[C:2]([Cl:1])=[CH:22][CH:21]=[CH:20][C:19]=1[Cl:23])(=[O:27])[NH2:18]. The catalyst class is: 16. (5) Reactant: [CH3:1][C:2]1[CH:3]=[C:4](O)[CH:5]=[C:6]([OH:8])[CH:7]=1.[Cl-].[NH4+:11].[OH-].[NH4+]. Product: [NH2:11][C:4]1[CH:5]=[C:6]([OH:8])[CH:7]=[C:2]([CH3:1])[CH:3]=1. The catalyst class is: 6. (6) The catalyst class is: 12. Product: [CH2:1]([N:8]1[C:13](=[O:14])[C:12]([C:15]2[CH:20]=[CH:19][C:18]([O:21][CH3:22])=[C:17]([F:23])[CH:16]=2)=[CH:11][N:10]=[C:9]1[NH:31][C:30]1[CH:32]=[CH:33][C:27]([F:26])=[CH:28][CH:29]=1)[C:2]1[CH:7]=[CH:6][CH:5]=[CH:4][CH:3]=1. Reactant: [CH2:1]([N:8]1[C:13](=[O:14])[C:12]([C:15]2[CH:20]=[CH:19][C:18]([O:21][CH3:22])=[C:17]([F:23])[CH:16]=2)=[CH:11][N:10]=[C:9]1SC)[C:2]1[CH:7]=[CH:6][CH:5]=[CH:4][CH:3]=1.[F:26][C:27]1[CH:33]=[CH:32][C:30]([NH2:31])=[CH:29][CH:28]=1.Cl. (7) Reactant: [O:1]=[C:2]1[NH:6][CH:5]([CH2:7][C:8]2[O:9][C:10]3[CH:16]=[C:15]([C:17]4[C:25]5[C:20](=[CH:21][C:22]([F:26])=[CH:23][CH:24]=5)[N:19](C(OC(C)(C)C)=O)[CH:18]=4)[CH:14]=[CH:13][C:11]=3[N:12]=2)[C:4](=[O:34])[NH:3]1.C(O)(C(F)(F)F)=O. Product: [F:26][C:22]1[CH:21]=[C:20]2[C:25]([C:17]([C:15]3[CH:14]=[CH:13][C:11]4[N:12]=[C:8]([CH2:7][CH:5]5[NH:6][C:2](=[O:1])[NH:3][C:4]5=[O:34])[O:9][C:10]=4[CH:16]=3)=[CH:18][NH:19]2)=[CH:24][CH:23]=1. The catalyst class is: 2.